Task: Predict the reaction yield, written as a fraction of the theoretical maximum amount of product (1.0 means a 100% yield; for example, 0.34 means a 34% yield).. Dataset: Reaction yield outcomes from USPTO patents with 853,638 reactions (1) The reactants are [OH:1][C:2]1[CH:10]=[CH:9][CH:8]=[C:7]2[C:3]=1[CH:4]=[CH:5][NH:6]2.[Cl:11][C:12]1[CH:19]=[CH:18][C:15]([CH2:16]Br)=[CH:14][CH:13]=1.C(OC1C=CC=C2C=1C=CN2)CC1C=CC=CC=1. No catalyst specified. The product is [Cl:11][C:12]1[CH:19]=[CH:18][C:15]([CH2:16][O:1][C:2]2[CH:10]=[CH:9][CH:8]=[C:7]3[C:3]=2[CH:4]=[CH:5][NH:6]3)=[CH:14][CH:13]=1. The yield is 0.720. (2) The product is [Br:1][C:2]1[CH:3]=[C:4]([N:10]2[CH2:25][CH2:24][O:23][CH2:22][CH2:21]2)[CH:5]=[N:6][C:7]=1[O:8][CH3:9]. The reactants are [Br:1][C:2]1[CH:3]=[C:4]([NH2:10])[CH:5]=[N:6][C:7]=1[O:8][CH3:9].CCN(C(C)C)C(C)C.Br[CH2:21][CH2:22][O:23][CH2:24][CH2:25]Br. The yield is 0.530. The catalyst is CN(C=O)C.